The task is: Predict the reactants needed to synthesize the given product.. This data is from Full USPTO retrosynthesis dataset with 1.9M reactions from patents (1976-2016). (1) Given the product [F:1][C:2]1[CH:3]=[C:4]([CH:5]=[O:6])[CH:7]=[C:8]([N+:11]([O-:13])=[O:12])[C:9]=1[O:10][CH:24]([CH3:25])[C:23]([O:22][CH3:21])=[O:27], predict the reactants needed to synthesize it. The reactants are: [F:1][C:2]1[CH:3]=[C:4]([CH:7]=[C:8]([N+:11]([O-:13])=[O:12])[C:9]=1[OH:10])[CH:5]=[O:6].C1(O)C=CC=CC=1.[CH3:21][O:22][C:23](=[O:27])[CH:24](Br)[CH3:25]. (2) Given the product [C:1]([C:3]1[CH:10]=[CH:9][C:6]([CH2:7][N:13]([CH3:12])[CH2:14][CH2:15][C:16]([O:18][C:19]([CH3:21])([CH3:20])[CH3:22])=[O:17])=[C:5]([F:11])[CH:4]=1)#[N:2], predict the reactants needed to synthesize it. The reactants are: [C:1]([C:3]1[CH:10]=[CH:9][C:6]([CH2:7]Br)=[C:5]([F:11])[CH:4]=1)#[N:2].[CH3:12][NH:13][CH2:14][CH2:15][C:16]([O:18][C:19]([CH3:22])([CH3:21])[CH3:20])=[O:17].